This data is from Forward reaction prediction with 1.9M reactions from USPTO patents (1976-2016). The task is: Predict the product of the given reaction. (1) Given the reactants [CH3:1][O:2][C:3]([NH:5][C@H:6]([C:10]([N:12]1[C:16]2([CH2:21][CH2:20][O:19][CH2:18][CH2:17]2)[CH2:15][CH2:14][CH:13]1C(O)=O)=[O:11])[CH:7]([CH3:9])[CH3:8])=[O:4].CC(C)[C@H](NC(OC)=O)C(N1C([C:45]([NH:47][CH2:48][C:49]([C:51]2[CH:56]=[CH:55][C:54]([C:57]3[CH:62]=[CH:61][C:60]([C:63]4[N:64]=[C:65]([C@@H:68]5[CH2:72][CH2:71][CH2:70][N:69]5[C:73](=[O:83])[C@@H:74]([NH:78][C:79]([O:81][CH3:82])=[O:80])[CH:75]([CH3:77])[CH3:76])[NH:66][CH:67]=4)=[CH:59][CH:58]=3)=[CH:53][CH:52]=2)=[O:50])=[O:46])CC2(CN(C(OC(C)(C)C)=O)C2)C1)=O.CN(C(ON1N=NC2C=CC=NC1=2)=[N+](C)C)C.F[P-](F)(F)(F)(F)F.CCN(C(C)C)C(C)C, predict the reaction product. The product is: [CH3:76][CH:75]([CH3:77])[C@H:74]([NH:78][C:79](=[O:80])[O:81][CH3:82])[C:73]([N:69]1[CH2:70][CH2:71][CH2:72][C@H:68]1[C:65]1[NH:66][CH:67]=[C:63]([C:60]2[CH:59]=[CH:58][C:57]([C:54]3[CH:55]=[CH:56][C:51]([C:49](=[O:50])[CH2:48][NH:47][C:45]([CH:13]4[CH2:14][CH2:15][C:16]5([CH2:21][CH2:20][O:19][CH2:18][CH2:17]5)[N:12]4[C:10](=[O:11])[C@@H:6]([NH:5][C:3]([O:2][CH3:1])=[O:4])[CH:7]([CH3:9])[CH3:8])=[O:46])=[CH:52][CH:53]=3)=[CH:62][CH:61]=2)[N:64]=1)=[O:83]. (2) Given the reactants [ClH:1].[Cl:2][C:3]1[C:12]2[C:7](=[CH:8][CH:9]=[CH:10][CH:11]=2)[C:6]([N:13]2[CH2:18][CH2:17][CH:16]([N:19](C)[C:20](=O)OC(C)(C)C)[CH2:15][CH2:14]2)=[N:5][N:4]=1, predict the reaction product. The product is: [ClH:2].[ClH:1].[Cl:2][C:3]1[C:12]2[C:7](=[CH:8][CH:9]=[CH:10][CH:11]=2)[C:6]([N:13]2[CH2:14][CH2:15][CH:16]([NH:19][CH3:20])[CH2:17][CH2:18]2)=[N:5][N:4]=1. (3) Given the reactants C(OC(=O)[N:7]([CH:25]([CH3:27])[CH3:26])[C:8]1[C:9]2[N:10]([C:14]([C:17]3[CH:22]=[CH:21][N:20]=[C:19](SC)[N:18]=3)=[CH:15][N:16]=2)[CH:11]=[CH:12][N:13]=1)(C)(C)C.[NH2:29][C@H:30]1[CH2:35][CH2:34][C@H:33]([OH:36])[CH2:32][CH2:31]1, predict the reaction product. The product is: [CH:25]([NH:7][C:8]1[C:9]2[N:10]([C:14]([C:17]3[CH:22]=[CH:21][N:20]=[C:19]([NH:29][CH:30]4[CH2:35][CH2:34][CH:33]([OH:36])[CH2:32][CH2:31]4)[N:18]=3)=[CH:15][N:16]=2)[CH:11]=[CH:12][N:13]=1)([CH3:26])[CH3:27].